Task: Predict the reaction yield, written as a fraction of the theoretical maximum amount of product (1.0 means a 100% yield; for example, 0.34 means a 34% yield).. Dataset: Reaction yield outcomes from USPTO patents with 853,638 reactions (1) The reactants are [CH2:1]([O:3][C:4]([C:6]1([C:9]2[CH:14]=[CH:13][C:12]([C:15]3[CH:20]=[CH:19][C:18]([C:21]4[S:22][C:23]([Cl:29])=[CH:24][C:25]=4C(=O)N)=[CH:17][C:16]=3[O:30][CH3:31])=[CH:11][CH:10]=2)[CH2:8][CH2:7]1)=[O:5])[CH3:2].[N:32]1[CH:37]=CC=CC=1.FC(F)(F)C(OI(C1C=CC=CC=1)OC(=O)C(F)(F)F)=[O:41].[Cl:59][C:60]1[CH:65]=[CH:64][C:63]([F:66])=[CH:62][C:61]=1[CH:67]([OH:69])[CH3:68]. The catalyst is C1(C)C=CC=CC=1.O.C(OCC)(=O)C. The product is [CH2:1]([O:3][C:4]([C:6]1([C:9]2[CH:14]=[CH:13][C:12]([C:15]3[CH:20]=[CH:19][C:18]([C:21]4[S:22][C:23]([Cl:29])=[CH:24][C:25]=4[NH:32][C:37]([O:69][CH:67]([C:61]4[CH:62]=[C:63]([F:66])[CH:64]=[CH:65][C:60]=4[Cl:59])[CH3:68])=[O:41])=[CH:17][C:16]=3[O:30][CH3:31])=[CH:11][CH:10]=2)[CH2:8][CH2:7]1)=[O:5])[CH3:2]. The yield is 0.880. (2) The reactants are [Cl:1][C:2]1[C:11]2[C:6](=[CH:7][CH:8]=[CH:9][CH:10]=2)[C:5]([C:12]2[C:21]3[C:16](=[CH:17][CH:18]=[CH:19][CH:20]=3)[CH:15]=[CH:14][C:13]=2[OH:22])=[N:4][N:3]=1.N1C=CC=CC=1.[F:29][C:30]([F:43])([F:42])[S:31](O[S:31]([C:30]([F:43])([F:42])[F:29])(=[O:33])=[O:32])(=[O:33])=[O:32]. The catalyst is ClCCl. The product is [Cl:1][C:2]1[C:11]2[C:6](=[CH:7][CH:8]=[CH:9][CH:10]=2)[C:5]([C:12]2[C:21]3[C:16](=[CH:17][CH:18]=[CH:19][CH:20]=3)[CH:15]=[CH:14][C:13]=2[O:22][S:31]([C:30]([F:43])([F:42])[F:29])(=[O:33])=[O:32])=[N:4][N:3]=1. The yield is 0.930. (3) The reactants are S(OC)(O[CH3:5])(=O)=O.C([O-])([O-])=O.[K+].[K+].[CH2:14]([NH:32][C:33](=[O:39])[CH2:34][CH2:35][C:36]([OH:38])=[O:37])[CH2:15][CH2:16][CH2:17][CH2:18][CH2:19][CH2:20][CH2:21][CH2:22][CH2:23][CH2:24][CH2:25][CH2:26][CH2:27][CH2:28][CH2:29][CH2:30][CH3:31]. The catalyst is CC(C)=O. The product is [CH2:14]([NH:32][C:33](=[O:39])[CH2:34][CH2:35][C:36]([O:38][CH3:5])=[O:37])[CH2:15][CH2:16][CH2:17][CH2:18][CH2:19][CH2:20][CH2:21][CH2:22][CH2:23][CH2:24][CH2:25][CH2:26][CH2:27][CH2:28][CH2:29][CH2:30][CH3:31]. The yield is 0.720.